From a dataset of Catalyst prediction with 721,799 reactions and 888 catalyst types from USPTO. Predict which catalyst facilitates the given reaction. (1) Reactant: [CH2:1]([N:3]1[CH:7]=[C:6]([CH2:8]O)[CH:5]=[N:4]1)[CH3:2].S(Cl)([Cl:12])=O. Product: [ClH:12].[Cl:12][CH2:8][C:6]1[CH:5]=[N:4][N:3]([CH2:1][CH3:2])[CH:7]=1. The catalyst class is: 7. (2) Reactant: [Cl:1][C:2]1[CH:7]=[CH:6][C:5]([CH:8]([C:11]2[CH:16]=[CH:15][CH:14]=[C:13]([N:17]3[C:22](=[O:23])[NH:21][C:20](=[O:24])[CH:19]=[N:18]3)[C:12]=2[Cl:25])[C:9]#[N:10])=[CH:4][C:3]=1[C:26]([F:29])([F:28])[F:27].Cl[CH2:31][O:32][CH2:33][CH2:34][O:35][CH3:36].C(N(CC)CC)C.O. Product: [Cl:1][C:2]1[CH:7]=[CH:6][C:5]([CH:8]([C:11]2[CH:16]=[CH:15][CH:14]=[C:13]([N:17]3[C:22](=[O:23])[N:21]([CH2:31][O:32][CH2:33][CH2:34][O:35][CH3:36])[C:20](=[O:24])[CH:19]=[N:18]3)[C:12]=2[Cl:25])[C:9]#[N:10])=[CH:4][C:3]=1[C:26]([F:29])([F:27])[F:28]. The catalyst class is: 1. (3) Reactant: [Br:1][C:2]1[CH:3]=[C:4]([NH2:9])[C:5]([NH2:8])=[CH:6][CH:7]=1.[CH:10]1([CH:16]=[CH:17][C:18](Cl)=O)[CH2:15][CH2:14][CH2:13][CH2:12][CH2:11]1.C1(C)C=CC(S(O)(=O)=O)=CC=1. Product: [Br:1][C:2]1[CH:7]=[CH:6][C:5]2[NH:8][C:18]([CH:17]=[CH:16][CH:10]3[CH2:15][CH2:14][CH2:13][CH2:12][CH2:11]3)=[N:9][C:4]=2[CH:3]=1. The catalyst class is: 11.